The task is: Predict which catalyst facilitates the given reaction.. This data is from Catalyst prediction with 721,799 reactions and 888 catalyst types from USPTO. (1) Reactant: [CH2:1]([O:3][C:4](=[O:42])[CH2:5][CH2:6][CH2:7][O:8][C:9]1[CH:14]=[CH:13][CH:12]=[C:11]([CH2:15][CH2:16][CH2:17][CH2:18][CH2:19][CH2:20][O:21][C:22]2[CH:27]=[C:26]([S:28]([CH2:31][CH2:32][CH3:33])(=[O:30])=[O:29])[CH:25]=[C:24](Br)[CH:23]=2)[C:10]=1[CH2:35][CH2:36][C:37]([O:39][CH2:40][CH3:41])=[O:38])[CH3:2].[F:43][C:44]1[CH:45]=[C:46](B(O)O)[CH:47]=[CH:48][C:49]=1[F:50].C(=O)([O-])[O-].[Cs+].[Cs+]. The catalyst class is: 140. Product: [CH2:1]([O:3][C:4](=[O:42])[CH2:5][CH2:6][CH2:7][O:8][C:9]1[CH:14]=[CH:13][CH:12]=[C:11]([CH2:15][CH2:16][CH2:17][CH2:18][CH2:19][CH2:20][O:21][C:22]2[CH:23]=[C:24]([C:47]3[CH:46]=[CH:45][C:44]([F:43])=[C:49]([F:50])[CH:48]=3)[CH:25]=[C:26]([S:28]([CH2:31][CH2:32][CH3:33])(=[O:30])=[O:29])[CH:27]=2)[C:10]=1[CH2:35][CH2:36][C:37]([O:39][CH2:40][CH3:41])=[O:38])[CH3:2]. (2) Reactant: [OH:1][C:2]1[CH:7]=[C:6]([F:8])[CH:5]=[CH:4][C:3]=1[N+:9]([O-:11])=[O:10].C([O-])([O-])=O.[K+].[K+].[CH2:18](I)[CH3:19].[NH4+].[Cl-]. Product: [CH2:18]([O:1][C:2]1[CH:7]=[C:6]([F:8])[CH:5]=[CH:4][C:3]=1[N+:9]([O-:11])=[O:10])[CH3:19]. The catalyst class is: 692. (3) Reactant: C[Mg]Br.[N:4]1(C(OC(C)(C)C)=O)[CH2:9][CH2:8][CH2:7][CH:6](C(OCC)=O)[CH2:5]1.[C:22]([OH:28])([C:24](F)(F)F)=O.[CH2:29](Cl)[Cl:30]. Product: [ClH:30].[NH:4]1[CH2:9][CH2:8][CH2:7][CH:6]([C:22]([OH:28])([CH3:29])[CH3:24])[CH2:5]1. The catalyst class is: 385. (4) The catalyst class is: 3. Reactant: [CH3:1][O:2][C:3]1[CH:4]=[CH:5][C:6]2[NH:12][C:11](=[O:13])[N:10]([CH:14]3[CH2:19][CH2:18][NH:17][CH2:16][CH2:15]3)[CH2:9][CH2:8][C:7]=2[CH:20]=1.[Cl:21][C:22]1[C:30]2[N:29]=[C:28]([CH3:31])[NH:27][C:26]=2[CH:25]=[CH:24][C:23]=1[O:32][C:33]1[CH:38]=[C:37](Cl)[N:36]=[CH:35][N:34]=1.CCN(C(C)C)C(C)C.O. Product: [Cl:21][C:22]1[C:30]2[N:29]=[C:28]([CH3:31])[NH:27][C:26]=2[CH:25]=[CH:24][C:23]=1[O:32][C:33]1[N:34]=[CH:35][N:36]=[C:37]([N:17]2[CH2:18][CH2:19][CH:14]([N:10]3[CH2:9][CH2:8][C:7]4[CH:20]=[C:3]([O:2][CH3:1])[CH:4]=[CH:5][C:6]=4[NH:12][C:11]3=[O:13])[CH2:15][CH2:16]2)[CH:38]=1.